This data is from Catalyst prediction with 721,799 reactions and 888 catalyst types from USPTO. The task is: Predict which catalyst facilitates the given reaction. Reactant: C(N(CC)CC)C.Cl.[F:9][C:10]1[CH:15]=[CH:14][C:13]([NH:16][NH2:17])=[CH:12][CH:11]=1.Br[CH2:19][C:20]1[CH:21]=[N:22][CH:23]=[C:24]([F:26])[CH:25]=1. Product: [F:26][C:24]1[CH:23]=[N:22][CH:21]=[C:20]([CH2:19][N:16]([C:13]2[CH:14]=[CH:15][C:10]([F:9])=[CH:11][CH:12]=2)[NH2:17])[CH:25]=1. The catalyst class is: 8.